From a dataset of Catalyst prediction with 721,799 reactions and 888 catalyst types from USPTO. Predict which catalyst facilitates the given reaction. (1) Reactant: [CH2:1]([O:3][C:4]([CH:6]1[C:11](=[O:12])[CH2:10][CH2:9][NH:8][CH2:7]1)=[O:5])[CH3:2].Cl.C(=O)(O)[O-].[Na+].Cl[C:20]([O:22][CH2:23][C:24]1[CH:29]=[CH:28][CH:27]=[CH:26][CH:25]=1)=[O:21].C(=O)([O-])[O-].[Na+].[Na+]. Product: [CH2:1]([O:3][C:4]([CH:6]1[C:11](=[O:12])[CH2:10][CH2:9][N:8]([C:20]([O:22][CH2:23][C:24]2[CH:29]=[CH:28][CH:27]=[CH:26][CH:25]=2)=[O:21])[CH2:7]1)=[O:5])[CH3:2]. The catalyst class is: 6. (2) Reactant: C([O:3][C:4]([C:6]12[CH2:24][CH:23]1[CH:22]=[CH:21][CH2:20][CH2:19][CH2:18][CH2:17][CH2:16][N:15]([CH2:25][C:26]1[CH:31]=[CH:30][C:29]([O:32][CH3:33])=[CH:28][CH:27]=1)[C:14](=[O:34])[N:13]1[CH:9]([CH2:10][CH:11]([O:35][C:36]3[CH:41]=[C:40]([C:42]4[CH:47]=[CH:46][CH:45]=[CH:44][CH:43]=4)[N:39]=[C:38]([O:48][CH3:49])[N:37]=3)[CH2:12]1)[C:8](=[O:50])[NH:7]2)=[O:5])C.CO.[Li+].[OH-].C(O)(=O)CC(CC(O)=O)(C(O)=O)O. Product: [CH3:33][O:32][C:29]1[CH:30]=[CH:31][C:26]([CH2:25][N:15]2[C:14](=[O:34])[N:13]3[CH:9]([CH2:10][CH:11]([O:35][C:36]4[CH:41]=[C:40]([C:42]5[CH:47]=[CH:46][CH:45]=[CH:44][CH:43]=5)[N:39]=[C:38]([O:48][CH3:49])[N:37]=4)[CH2:12]3)[C:8](=[O:50])[NH:7][C:6]3([C:4]([OH:5])=[O:3])[CH:23]([CH2:24]3)[CH:22]=[CH:21][CH2:20][CH2:19][CH2:18][CH2:17][CH2:16]2)=[CH:27][CH:28]=1. The catalyst class is: 677. (3) Reactant: [Cl:1][C:2]1[C:3]([C:47](=[O:57])[N:48]([CH2:53][CH2:54][CH2:55][CH3:56])[CH2:49][CH2:50][CH2:51][CH3:52])=[N:4][N:5]([C:8]2[CH:34]=[CH:33][C:11]([C:12]([NH:14][S:15]([C:18]3[CH:27]=[C:26]4[C:21]([CH:22]=[CH:23][C:24]([C:28]([O:30]CC)=[O:29])=[CH:25]4)=[CH:20][CH:19]=3)(=[O:17])=[O:16])=[O:13])=[CH:10][C:9]=2[C:35]([N:37]2[CH2:46][CH2:45][C:44]3[C:39](=[CH:40][CH:41]=[CH:42][CH:43]=3)[CH2:38]2)=[O:36])[C:6]=1[CH3:7].[Li+].[OH-]. Product: [Cl:1][C:2]1[C:3]([C:47](=[O:57])[N:48]([CH2:53][CH2:54][CH2:55][CH3:56])[CH2:49][CH2:50][CH2:51][CH3:52])=[N:4][N:5]([C:8]2[CH:34]=[CH:33][C:11]([C:12]([NH:14][S:15]([C:18]3[CH:27]=[C:26]4[C:21]([CH:22]=[CH:23][C:24]([C:28]([OH:30])=[O:29])=[CH:25]4)=[CH:20][CH:19]=3)(=[O:17])=[O:16])=[O:13])=[CH:10][C:9]=2[C:35]([N:37]2[CH2:46][CH2:45][C:44]3[C:39](=[CH:40][CH:41]=[CH:42][CH:43]=3)[CH2:38]2)=[O:36])[C:6]=1[CH3:7]. The catalyst class is: 301. (4) Reactant: [O:1]=[C:2]1[N:6]([C:7]2[CH:8]=[CH:9][C:10]3[C:16](=[O:17])[CH2:15][CH2:14][CH2:13][O:12][C:11]=3[CH:18]=2)[CH2:5][C@H:4]([CH2:19][NH:20][C:21](=[O:23])[CH3:22])[O:3]1.CC(C)([O-])C.[Li+].Cl.[C:31](Cl)(=[O:38])[C:32]1[CH:37]=[CH:36][N:35]=[CH:34][CH:33]=1. The catalyst class is: 1. Product: [O:1]=[C:2]1[N:6]([C:7]2[CH:8]=[CH:9][C:10]3[C:16](=[O:17])[CH:15]([C:31]([C:32]4[CH:37]=[CH:36][N:35]=[CH:34][CH:33]=4)=[O:38])[CH2:14][CH2:13][O:12][C:11]=3[CH:18]=2)[CH2:5][C@H:4]([CH2:19][NH:20][C:21](=[O:23])[CH3:22])[O:3]1. (5) Reactant: [NH2:1][CH2:2][CH2:3][CH2:4][NH2:5].Cl[CH2:7][C:8]1[CH:13]=[CH:12][CH:11]=[CH:10][N:9]=1.[OH-].[Na+]. Product: [N:9]1[CH:10]=[CH:11][CH:12]=[CH:13][C:8]=1[CH2:7][NH:1][CH2:2][CH2:3][CH2:4][NH:5][CH2:7][C:8]1[CH:13]=[CH:12][CH:11]=[CH:10][N:9]=1. The catalyst class is: 88. (6) Reactant: ClC1C=C(C=CC=1)C(OO)=[O:6].[Cl:12][C:13]1[CH:27]=[CH:26][C:16]([O:17][CH2:18][C:19]([O:21][C:22]([CH3:25])([CH3:24])[CH3:23])=[O:20])=[C:15]([S:28][C:29]2[CH:34]=[CH:33][C:32]([S:35]([CH3:38])(=[O:37])=[O:36])=[CH:31][CH:30]=2)[CH:14]=1. Product: [Cl:12][C:13]1[CH:27]=[CH:26][C:16]([O:17][CH2:18][C:19]([O:21][C:22]([CH3:25])([CH3:24])[CH3:23])=[O:20])=[C:15]([S:28]([C:29]2[CH:30]=[CH:31][C:32]([S:35]([CH3:38])(=[O:36])=[O:37])=[CH:33][CH:34]=2)=[O:6])[CH:14]=1. The catalyst class is: 2. (7) Reactant: [C:1]([C:3]1[CH:8]=[CH:7][C:6]([C:9]2[C:10]([CH3:26])=[N:11][N:12]([CH2:15][C:16]3[CH:25]=[CH:24][C:19]([C:20]([O:22]C)=[O:21])=[CH:18][CH:17]=3)[C:13]=2[CH3:14])=[CH:5][CH:4]=1)#[N:2].[OH-].[Na+].Cl. Product: [C:1]([C:3]1[CH:4]=[CH:5][C:6]([C:9]2[C:10]([CH3:26])=[N:11][N:12]([CH2:15][C:16]3[CH:17]=[CH:18][C:19]([C:20]([OH:22])=[O:21])=[CH:24][CH:25]=3)[C:13]=2[CH3:14])=[CH:7][CH:8]=1)#[N:2]. The catalyst class is: 8. (8) Reactant: Cl[C:2]1[CH:7]=[C:6]([O:8][C:9]2[C:18]3[C:13](=[CH:14][CH:15]=[CH:16][CH:17]=3)[C:12]([NH:19][C:20](=[O:26])[O:21][C:22]([CH3:25])([CH3:24])[CH3:23])=[CH:11][CH:10]=2)[CH:5]=[CH:4][N:3]=1.[NH2:27][C:28]1[CH:33]=[CH:32][C:31]([P:34]([CH3:39])(=[O:38])[O:35][CH2:36][CH3:37])=[C:30]([CH3:40])[CH:29]=1.C(=O)([O-])[O-].[K+].[K+].CC(C1C=C(C(C)C)C(C2C(P(C3CCCCC3)C3CCCCC3)=C(OC)C=CC=2OC)=C(C(C)C)C=1)C. Product: [CH2:36]([O:35][P:34]([C:31]1[CH:32]=[CH:33][C:28]([NH:27][C:2]2[CH:7]=[C:6]([O:8][C:9]3[C:18]4[C:13](=[CH:14][CH:15]=[CH:16][CH:17]=4)[C:12]([NH:19][C:20](=[O:26])[O:21][C:22]([CH3:23])([CH3:25])[CH3:24])=[CH:11][CH:10]=3)[CH:5]=[CH:4][N:3]=2)=[CH:29][C:30]=1[CH3:40])([CH3:39])=[O:38])[CH3:37]. The catalyst class is: 3. (9) Reactant: [C:1]([O:4][C:5]1[CH:6]=[C:7]2C(=[CH:13][CH:14]=1)NC(=O)[NH:9][C:8]2=[O:16])(=[O:3])[CH3:2].I[CH2:18][CH3:19].[C:20](=O)([O-])[O-].[K+].[K+].[CH3:26][N:27]([CH:29]=[O:30])[CH3:28]. Product: [C:1]([O:4][C:5]1[CH:6]=[C:7]2[C:26](=[CH:13][CH:14]=1)[N:27]([CH2:28][CH3:20])[C:29](=[O:30])[N:9]([CH2:18][CH3:19])[C:8]2=[O:16])(=[O:3])[CH3:2]. The catalyst class is: 170. (10) Reactant: [BH4-].[Na+].CO.[C:5]([C:7]1[C:15]2[S:14][C:13]([NH:16][C:17]([CH:19]3[CH2:21][CH2:20]3)=[O:18])=[N:12][C:11]=2[CH:10]=[CH:9][C:8]=1[O:22][C:23]1[CH:28]=[CH:27][C:26]([F:29])=[C:25]([NH:30]C(=O)C(F)(F)F)[CH:24]=1)#[N:6]. Product: [NH2:30][C:25]1[CH:24]=[C:23]([CH:28]=[CH:27][C:26]=1[F:29])[O:22][C:8]1[CH:9]=[CH:10][C:11]2[N:12]=[C:13]([NH:16][C:17]([CH:19]3[CH2:20][CH2:21]3)=[O:18])[S:14][C:15]=2[C:7]=1[C:5]#[N:6]. The catalyst class is: 8.